Dataset: Catalyst prediction with 721,799 reactions and 888 catalyst types from USPTO. Task: Predict which catalyst facilitates the given reaction. Reactant: [N+:1]([C:4]1[CH:12]=[CH:11][C:7]([C:8]([OH:10])=O)=[CH:6][CH:5]=1)([O-:3])=[O:2].[N:13]1([C:19]([O:21][C:22]([CH3:25])([CH3:24])[CH3:23])=[O:20])[CH2:18][CH2:17][NH:16][CH2:15][CH2:14]1.Cl.CN(C)CCCN=C=NCC.CN1CCOCC1. Product: [N+:1]([C:4]1[CH:5]=[CH:6][C:7]([C:8]([N:16]2[CH2:15][CH2:14][N:13]([C:19]([O:21][C:22]([CH3:25])([CH3:24])[CH3:23])=[O:20])[CH2:18][CH2:17]2)=[O:10])=[CH:11][CH:12]=1)([O-:3])=[O:2]. The catalyst class is: 4.